This data is from Reaction yield outcomes from USPTO patents with 853,638 reactions. The task is: Predict the reaction yield, written as a fraction of the theoretical maximum amount of product (1.0 means a 100% yield; for example, 0.34 means a 34% yield). The reactants are [F:1][C:2]1[C:7]2[N:8]=[N:9][S:10][C:6]=2[CH:5]=[C:4]([C:11]([O:13]C)=[O:12])[C:3]=1[NH:15][C:16]1[CH:21]=[CH:20][C:19]([I:22])=[CH:18][C:17]=1[F:23].[Li+].[OH-].Cl. The catalyst is C1COCC1.CO. The product is [F:1][C:2]1[C:7]2[N:8]=[N:9][S:10][C:6]=2[CH:5]=[C:4]([C:11]([OH:13])=[O:12])[C:3]=1[NH:15][C:16]1[CH:21]=[CH:20][C:19]([I:22])=[CH:18][C:17]=1[F:23]. The yield is 0.940.